Dataset: Forward reaction prediction with 1.9M reactions from USPTO patents (1976-2016). Task: Predict the product of the given reaction. (1) Given the reactants [CH3:1][O:2][C:3](=[O:25])[CH2:4][C:5]1[CH:10]=[C:9]([Br:11])[C:8]([O:12][C:13]2[CH:18]=[CH:17][C:16]([O:19][CH3:20])=[C:15]([CH:21]([CH3:23])[CH3:22])[CH:14]=2)=[C:7]([Br:24])[CH:6]=1.[F:26][C:27]1[CH:35]=[CH:34][C:30]([C:31](Cl)=[O:32])=[CH:29][C:28]=1[CH3:36], predict the reaction product. The product is: [CH3:1][O:2][C:3](=[O:25])[CH2:4][C:5]1[CH:10]=[C:9]([Br:11])[C:8]([O:12][C:13]2[CH:14]=[C:15]([CH:21]([CH3:23])[CH3:22])[C:16]([O:19][CH3:20])=[CH:17][C:18]=2[C:31](=[O:32])[C:30]2[CH:34]=[CH:35][C:27]([F:26])=[C:28]([CH3:36])[CH:29]=2)=[C:7]([Br:24])[CH:6]=1. (2) Given the reactants [H-].[Al+3].[Li+].[H-].[H-].[H-].[CH3:7][C:8]([C:12]1[CH:17]=[CH:16][CH:15]=[CH:14][CH:13]=1)([CH3:11])[C:9]#[N:10].O.[OH-].[Na+], predict the reaction product. The product is: [CH3:11][C:8]([C:12]1[CH:17]=[CH:16][CH:15]=[CH:14][CH:13]=1)([CH3:7])[CH2:9][NH2:10]. (3) Given the reactants C[CH2:2][C:3]([CH3:20])=[CH:4][CH2:5][CH2:6][C:7]([CH3:19])=[CH:8][CH2:9][CH2:10][C:11]([CH3:18])=[CH:12][CH2:13][CH2:14][C:15]([OH:17])=[O:16].[CH3:18][C:11]([CH2:10][CH2:9][CH:8]=[C:7]([CH3:19])[CH2:6][CH2:5][CH:4]=[C:3]([CH3:20])[CH3:2])=[CH:12][CH2:13][CH2:14][C:15]([O:17]C)=[O:16].[OH:41][CH2:42][CH:43]([CH2:45]O)[OH:44].CO.C(OCC)(=O)C.CCCCCC, predict the reaction product. The product is: [CH3:18][C:11]([CH2:10][CH2:9][CH:8]=[C:7]([CH3:19])[CH2:6][CH2:5][CH:4]=[C:3]([CH3:2])[CH3:20])=[CH:12][CH2:13][CH2:14][C:15]([O:17][CH2:45][CH:43]([CH2:42][OH:41])[OH:44])=[O:16]. (4) The product is: [Cl:21][C:5]1[CH:4]=[C:3]([CH:19]=[C:18]([Cl:20])[C:6]=1[O:7][C:8]1[CH:13]=[CH:12][C:11]([OH:14])=[C:10]([CH:15]([CH3:17])[CH3:16])[CH:9]=1)[CH2:2][N:23]1[C:24](=[O:28])[NH:25][C:26](=[O:27])[O:22]1. Given the reactants Br[CH2:2][C:3]1[CH:19]=[C:18]([Cl:20])[C:6]([O:7][C:8]2[CH:13]=[CH:12][C:11]([OH:14])=[C:10]([CH:15]([CH3:17])[CH3:16])[CH:9]=2)=[C:5]([Cl:21])[CH:4]=1.[O:22]1[C:26](=[O:27])[NH:25][C:24](=[O:28])[NH:23]1.C(=O)([O-])[O-].[Na+].[Na+], predict the reaction product. (5) Given the reactants C([N:5]1[CH2:8][C:7]([N+:12]([O-:14])=[O:13])([N+:9]([O-:11])=[O:10])[CH2:6]1)(C)(C)C.B(F)(F)F.CCOCC.[F:31][C:30]([F:33])([F:32])[C:29](O[C:29](=[O:34])[C:30]([F:33])([F:32])[F:31])=[O:34], predict the reaction product. The product is: [F:33][C:30]([F:31])([F:32])[C:29]([N:5]1[CH2:8][C:7]([N+:12]([O-:14])=[O:13])([N+:9]([O-:11])=[O:10])[CH2:6]1)=[O:34]. (6) The product is: [C:1]([O:5][C:6]([NH:8][NH:9][CH:10]1[CH2:11][N:12]([CH:14]([C:21]2[CH:26]=[CH:25][CH:24]=[CH:23][CH:22]=2)[C:15]2[CH:16]=[CH:17][CH:18]=[CH:19][CH:20]=2)[CH2:13]1)=[O:7])([CH3:4])([CH3:2])[CH3:3]. Given the reactants [C:1]([O:5][C:6]([NH:8][N:9]=[C:10]1[CH2:13][N:12]([CH:14]([C:21]2[CH:26]=[CH:25][CH:24]=[CH:23][CH:22]=2)[C:15]2[CH:20]=[CH:19][CH:18]=[CH:17][CH:16]=2)[CH2:11]1)=[O:7])([CH3:4])([CH3:3])[CH3:2].C([BH3-])#N.[Na+], predict the reaction product. (7) Given the reactants [F:1][C:2]1[CH:7]=[CH:6][C:5]([CH:8]2[O:12]C(=O)[NH:10][CH:9]2[CH2:14][C:15]2[CH:20]=[CH:19][C:18]([C:21]([F:24])([F:23])[F:22])=[C:17]([F:25])[CH:16]=2)=[CH:4][CH:3]=1.[OH-].[Na+], predict the reaction product. The product is: [NH2:10][CH:9]([CH2:14][C:15]1[CH:20]=[CH:19][C:18]([C:21]([F:24])([F:22])[F:23])=[C:17]([F:25])[CH:16]=1)[CH:8]([C:5]1[CH:6]=[CH:7][C:2]([F:1])=[CH:3][CH:4]=1)[OH:12]. (8) Given the reactants O.C1(C)C=CC(S(O)(=O)=O)=CC=1.[CH2:13]([O:15][C:16](=[O:40])[CH2:17][NH:18][C:19]1[C:23]([C:24](=[O:38])[NH:25][C:26](=O)[CH2:27][CH2:28][C:29]2[CH:34]=[CH:33][CH:32]=[C:31]([F:35])[C:30]=2[F:36])=[CH:22][N:21]([CH3:39])[N:20]=1)[CH3:14].ClCCl, predict the reaction product. The product is: [CH2:13]([O:15][C:16](=[O:40])[CH2:17][N:18]1[C:19]2=[N:20][N:21]([CH3:39])[CH:22]=[C:23]2[C:24](=[O:38])[N:25]=[C:26]1[CH2:27][CH2:28][C:29]1[CH:34]=[CH:33][CH:32]=[C:31]([F:35])[C:30]=1[F:36])[CH3:14]. (9) Given the reactants [CH3:1][CH2:2][N:3]([CH2:6][CH2:7][NH:8][C:9]([C:11]1[C:15]([CH3:16])=[C:14](/[CH:17]=[C:18]2/[C:19]3[CH:24]=[C:23]([F:25])[CH:22]=[CH:21][C:20]=3[NH:26][C:27]/2=[O:28])[NH:13][C:12]=1[CH3:29])=[O:10])[CH2:4][CH3:5].[C:30]([OH:38])(=[O:37])[CH:31]([CH2:33][C:34]([OH:36])=[O:35])[OH:32], predict the reaction product. The product is: [CH3:1][CH2:2][N:3]([CH2:6][CH2:7][NH:8][C:9]([C:11]1[C:15]([CH3:16])=[C:14](/[CH:17]=[C:18]2/[C:19]3[CH:24]=[C:23]([F:25])[CH:22]=[CH:21][C:20]=3[NH:26][C:27]/2=[O:28])[NH:13][C:12]=1[CH3:29])=[O:10])[CH2:4][CH3:5].[CH2:33]([C:34]([OH:36])=[O:35])[C@H:31]([OH:32])[C:30]([OH:38])=[O:37].